This data is from Catalyst prediction with 721,799 reactions and 888 catalyst types from USPTO. The task is: Predict which catalyst facilitates the given reaction. (1) Reactant: [CH2:1]([N:3]([CH2:35][CH3:36])[C:4]([C:6]1[CH:11]=[CH:10][C:9]([CH:12]([N:22]2[CH2:27][CH2:26][N:25]([CH2:28][C:29]3[CH:34]=[CH:33][CH:32]=[CH:31][CH:30]=3)[CH2:24][CH2:23]2)[C:13]2[CH:14]=[C:15]([CH:19]=[CH:20][CH:21]=2)[C:16]([OH:18])=O)=[CH:8][CH:7]=1)=[O:5])[CH3:2].[CH3:37][N:38](C(ON1N=NC2C=CC=NC1=2)=[N+](C)C)C.F[P-](F)(F)(F)(F)F.C(N(C(C)C)CC)(C)C. Product: [CH2:1]([N:3]([CH2:35][CH3:36])[C:4]([C:6]1[CH:7]=[CH:8][C:9]([CH:12]([N:22]2[CH2:27][CH2:26][N:25]([CH2:28][C:29]3[CH:30]=[CH:31][CH:32]=[CH:33][CH:34]=3)[CH2:24][CH2:23]2)[C:13]2[CH:14]=[C:15]([CH:19]=[CH:20][CH:21]=2)[C:16]([NH:38][CH3:37])=[O:18])=[CH:10][CH:11]=1)=[O:5])[CH3:2]. The catalyst class is: 121. (2) Reactant: [OH:1][NH:2][C:3]([C:5]1[CH:6]=[CH:7][C:8]2[C:9](=[C:19]3[CH2:25][CH:24]4[N:26]([C:27](=[O:32])[C:28]([F:31])([F:30])[F:29])[CH:21]([CH2:22][CH2:23]4)[CH2:20]3)[C:10]3[C:15]([O:16][C:17]=2[CH:18]=1)=[CH:14][CH:13]=[CH:12][CH:11]=3)=[NH:4].[C:33](N1C=CN=C1)(N1C=CN=C1)=[O:34]. Product: [F:30][C:28]([F:31])([F:29])[C:27]([N:26]1[CH:21]2[CH2:22][CH2:23][CH:24]1[CH2:25][C:19](=[C:9]1[C:8]3[CH:7]=[CH:6][C:5]([C:3]4[NH:4][C:33](=[O:34])[O:1][N:2]=4)=[CH:18][C:17]=3[O:16][C:15]3[C:10]1=[CH:11][CH:12]=[CH:13][CH:14]=3)[CH2:20]2)=[O:32]. The catalyst class is: 12. (3) Reactant: [CH2:1]([O:3][C:4](=[O:31])[C:5]([O:8][C:9]1[CH:14]=[CH:13][C:12]([O:15][CH2:16][CH2:17][C:18]2[N:19]=[C:20]([C:24]3[CH:29]=[CH:28][C:27](Br)=[CH:26][CH:25]=3)[O:21][C:22]=2[CH3:23])=[CH:11][CH:10]=1)([CH3:7])[CH3:6])[CH3:2].[N:32]1[CH:37]=[CH:36][CH:35]=[C:34](B(O)O)[CH:33]=1.C1(C)C=CC=CC=1.C(=O)([O-])[O-].[Na+].[Na+]. Product: [CH2:1]([O:3][C:4](=[O:31])[C:5]([O:8][C:9]1[CH:14]=[CH:13][C:12]([O:15][CH2:16][CH2:17][C:18]2[N:19]=[C:20]([C:24]3[CH:29]=[CH:28][C:27]([C:34]4[CH:33]=[N:32][CH:37]=[CH:36][CH:35]=4)=[CH:26][CH:25]=3)[O:21][C:22]=2[CH3:23])=[CH:11][CH:10]=1)([CH3:7])[CH3:6])[CH3:2]. The catalyst class is: 8.